This data is from Catalyst prediction with 721,799 reactions and 888 catalyst types from USPTO. The task is: Predict which catalyst facilitates the given reaction. (1) Reactant: [O:1]1[CH2:6][CH2:5][N:4]([S:7]([C:10]2[CH:18]=[CH:17][CH:16]=[CH:15][C:11]=2[C:12](O)=[O:13])(=[O:9])=[O:8])[CH2:3][CH2:2]1.S(Cl)([Cl:21])=O.C[O-].[Na+]. Product: [O:1]1[CH2:6][CH2:5][N:4]([S:7]([C:10]2[CH:18]=[CH:17][CH:16]=[CH:15][C:11]=2[C:12]([Cl:21])=[O:13])(=[O:9])=[O:8])[CH2:3][CH2:2]1. The catalyst class is: 98. (2) Product: [C:33]([O:20][C@H:18]1[CH2:17][CH2:16][C@@:15]2([CH3:21])[C:14](=[CH:13][CH2:12][C@@H:6]3[C@@H:5]2[CH2:4][CH2:3][C@@:2]2([CH3:1])[C@H:7]3[CH2:8][CH2:9][C:10]2=[O:11])[CH2:19]1)(=[O:35])[CH3:34]. Reactant: [CH3:1][C@@:2]12[C:10](=[O:11])[CH2:9][CH2:8][C@H:7]1[C@@H:6]1[CH2:12][CH:13]=[C:14]3[CH2:19][C@@H:18]([OH:20])[CH2:17][CH2:16][C@:15]3([CH3:21])[C@H:5]1[CH2:4][CH2:3]2.C1(C)C(S(O)(=O)=O)=CC=CC=1.[C:33](OC(=O)C)(=[O:35])[CH3:34].C(=O)(O)[O-].[Na+].C(O)[C@H]1O[C@H](O)[C@H](O)[C@@H](O)[C@@H]1O.C(O)[C@H]1O[C@](O)(CO)[C@@H](O)[C@@H]1O. The catalyst class is: 2. (3) Reactant: [I-].[NH:2]1[C:10]2[C:5](=[CH:6][CH:7]=[CH:8][CH:9]=2)[C:4]([CH2:11][P+](C2C=CC=CC=2)(C2C=CC=CC=2)C2C=CC=CC=2)=[N:3]1.[CH:31]([C:33]1[CH:42]=[CH:41][C:36]([C:37]([O:39][CH3:40])=[O:38])=[CH:35][CH:34]=1)=O.C(=O)([O-])[O-].[K+].[K+].O. Product: [NH:2]1[C:10]2[C:5](=[CH:6][CH:7]=[CH:8][CH:9]=2)[C:4](/[CH:11]=[CH:31]/[C:33]2[CH:42]=[CH:41][C:36]([C:37]([O:39][CH3:40])=[O:38])=[CH:35][CH:34]=2)=[N:3]1. The catalyst class is: 5.